This data is from Experimentally validated miRNA-target interactions with 360,000+ pairs, plus equal number of negative samples. The task is: Binary Classification. Given a miRNA mature sequence and a target amino acid sequence, predict their likelihood of interaction. (1) The miRNA is mmu-miR-196b-5p with sequence UAGGUAGUUUCCUGUUGUUGGG. The protein sequence of the target gene is MGGLFWRSALRGLRCGPRAPGPSLLVRHGSGGPSWTRERTLVAVKPDGVQRRLVGDVIQRFERRGFTLVGMKMLQAPESVLAEHYQDLRRKPFYPALIRYMSSGPVVAMVWEGYNVVRASRAMIGHTDSAEAAPGTIRGDFSVHISRNVIHASDSVEGAQREIQLWFQSSELVSWADGGQHSSIHPA. Result: 0 (no interaction). (2) The miRNA is hsa-miR-1248 with sequence ACCUUCUUGUAUAAGCACUGUGCUAAA. The protein sequence of the target gene is MPQTPPFSAMFDSSGYNRNLYQSAEDSCGGLYYHDNNLLSGSLEALIQHLVPNVDYYPDRTYIFTFLLSSRLFMHPYELMAKVCHLCVEHQRLSDPDSDKNQMRKIAPKILQLLTEWTETFPYDFRDERMMRNLKDLAHRIASGEEQTYRKNVQQMMQCLIRKLAALSQYEEVLAKISSTSTDRLTVLKTKPQSIQRDIITVCNDPYTLAQQLTHIELERLNYIGPEEFVQAFVQKDPLDNDKSCYSERKKTRNLEAYVEWFNRLSYLVATEICMPVKKKHRARMIEYFIDVARECFNIG.... Result: 1 (interaction). (3) The miRNA is hsa-miR-4716-3p with sequence AAGGGGGAAGGAAACAUGGAGA. The protein sequence of the target gene is MNGPVDGLCDHSLSEGVFMFTSESVGEGHPDKICDQISDAVLDAHLKQDPNAKVACETVCKTGMVLLCGEITSMAMVDYQRVVRDTIKHIGYDDSAKGFDFKTCNVLVALEQQSPDIAQCVHLDRNEEDVGAGDQGLMFGYATDETEECMPLTIILAHKLNARMADLRRSGLLPWLRPDSKTQVTVQYMQDNGAVIPVRIHTIVISVQHNEDITLEEMRRALKEQVIRAVVPAKYLDEDTVYHLQPSGRFVIGGPQGDAGVTGRKIIVDTYGGWGAHGGGAFSGKDYTKVDRSAAYAARW.... Result: 1 (interaction).